The task is: Regression. Given a peptide amino acid sequence and an MHC pseudo amino acid sequence, predict their binding affinity value. This is MHC class II binding data.. This data is from Peptide-MHC class II binding affinity with 134,281 pairs from IEDB. (1) The peptide sequence is GKKEEKKEEKKESGD. The MHC is HLA-DQA10501-DQB10301 with pseudo-sequence HLA-DQA10501-DQB10301. The binding affinity (normalized) is 0.258. (2) The peptide sequence is LTLPWQSGSGGVWRE. The MHC is H-2-IEd with pseudo-sequence H-2-IEd. The binding affinity (normalized) is 0.0405. (3) The peptide sequence is YDTYKCIPSLEAAVK. The MHC is DRB5_0101 with pseudo-sequence DRB5_0101. The binding affinity (normalized) is 0.346. (4) The peptide sequence is SKKDKFVAANAGGTV. The MHC is DRB1_1501 with pseudo-sequence DRB1_1501. The binding affinity (normalized) is 0.347. (5) The peptide sequence is HFHKILMKDGRSLVV. The MHC is DRB1_0301 with pseudo-sequence DRB1_0301. The binding affinity (normalized) is 0.767. (6) The peptide sequence is LERLQRKHGGMLVRNPL. The MHC is DRB1_0405 with pseudo-sequence DRB1_0405. The binding affinity (normalized) is 0. (7) The MHC is DRB1_0404 with pseudo-sequence DRB1_0404. The binding affinity (normalized) is 0.671. The peptide sequence is RVPEDLLAMVVAVEQ. (8) The peptide sequence is VVHFFKNIVTP. The MHC is H-2-IAs with pseudo-sequence H-2-IAs. The binding affinity (normalized) is 0.0641. (9) The peptide sequence is AAHSAAFEDLRVSSY. The MHC is H-2-IEd with pseudo-sequence H-2-IEd. The binding affinity (normalized) is 0.237.